From a dataset of Full USPTO retrosynthesis dataset with 1.9M reactions from patents (1976-2016). Predict the reactants needed to synthesize the given product. (1) Given the product [CH2:9]([NH:1][C:2]1[N:3]=[CH:4][NH:5][C:6]=1[C:7]#[N:8])[CH2:10][CH2:11][CH2:12][CH3:13], predict the reactants needed to synthesize it. The reactants are: [NH2:1][C:2]1[N:3]=[CH:4][NH:5][C:6]=1[C:7]#[N:8].[CH:9](=O)[CH2:10][CH2:11][CH2:12][CH3:13].C([BH3-])#N.[Na+]. (2) Given the product [CH3:15][N:16]1[CH:20]=[CH:19][C:18]([NH:21][C:22]([C:24]2[CH:29]=[C:28]([C:6]#[N:7])[CH:27]=[C:26]([CH:31]([CH3:33])[CH3:32])[N:25]=2)=[O:23])=[N:17]1, predict the reactants needed to synthesize it. The reactants are: C(OC([C:6]1C=C(C#N)C=C(C)[N:7]=1)=O)C.[CH3:15][N:16]1[CH:20]=[CH:19][C:18]([NH:21][C:22]([C:24]2[CH:29]=[C:28](Br)[CH:27]=[C:26]([CH:31]([CH3:33])[CH3:32])[N:25]=2)=[O:23])=[N:17]1. (3) Given the product [CH3:8][C:6]1[CH:5]=[CH:4][C:3]2[O:9][C:15](=[O:16])[NH:1][C:2]=2[CH:7]=1, predict the reactants needed to synthesize it. The reactants are: [NH2:1][C:2]1[CH:7]=[C:6]([CH3:8])[CH:5]=[CH:4][C:3]=1[OH:9].C1N=CN([C:15](N2C=NC=C2)=[O:16])C=1. (4) The reactants are: CS(O[CH:6]1[CH2:9][N:8]([CH:10]([C:17]2[CH:22]=[CH:21][CH:20]=[CH:19][CH:18]=2)[C:11]2[CH:16]=[CH:15][CH:14]=[CH:13][CH:12]=2)[CH2:7]1)(=O)=O.[NH:23]1[CH2:28][CH2:27][NH:26][CH2:25][CH2:24]1. Given the product [C:11]1([CH:10]([C:17]2[CH:22]=[CH:21][CH:20]=[CH:19][CH:18]=2)[N:8]2[CH2:9][CH:6]([N:23]3[CH2:28][CH2:27][NH:26][CH2:25][CH2:24]3)[CH2:7]2)[CH:16]=[CH:15][CH:14]=[CH:13][CH:12]=1, predict the reactants needed to synthesize it. (5) Given the product [CH3:37][O:38][C:39](=[O:48])[CH2:40][C:41]1[CH:42]=[N:43][CH:44]=[C:45]([C:9]2[CH:10]=[CH:11][C:6]([C:3]([CH2:4][CH3:5])([C:22]3[CH:27]=[CH:26][C:25](/[CH:28]=[CH:29]/[C:30]4([OH:35])[CH2:31][CH2:32][CH2:33][CH2:34]4)=[C:24]([CH3:36])[CH:23]=3)[CH2:1][CH3:2])=[CH:7][C:8]=2[CH3:21])[CH:46]=1, predict the reactants needed to synthesize it. The reactants are: [CH2:1]([C:3]([C:22]1[CH:27]=[CH:26][C:25](/[CH:28]=[CH:29]/[C:30]2([OH:35])[CH2:34][CH2:33][CH2:32][CH2:31]2)=[C:24]([CH3:36])[CH:23]=1)([C:6]1[CH:11]=[CH:10][C:9](B2OC(C)(C)C(C)(C)O2)=[C:8]([CH3:21])[CH:7]=1)[CH2:4][CH3:5])[CH3:2].[CH3:37][O:38][C:39](=[O:48])[CH2:40][C:41]1[CH:42]=[N:43][CH:44]=[C:45](Br)[CH:46]=1.P([O-])([O-])([O-])=O.[K+].[K+].[K+]. (6) Given the product [O:19]([C:26]1[CH:27]=[CH:28][C:29]([C:30]([N:1]=[C:2]2[N:6]([CH:7]([CH2:13][CH3:14])[C:8]([O:10][CH2:11][CH3:12])=[O:9])[C:5]3[CH:15]=[CH:16][CH:17]=[CH:18][C:4]=3[S:3]2)=[O:31])=[CH:33][CH:34]=1)[C:20]1[CH:21]=[CH:22][CH:23]=[CH:24][CH:25]=1, predict the reactants needed to synthesize it. The reactants are: [NH:1]=[C:2]1[N:6]([CH:7]([CH2:13][CH3:14])[C:8]([O:10][CH2:11][CH3:12])=[O:9])[C:5]2[CH:15]=[CH:16][CH:17]=[CH:18][C:4]=2[S:3]1.[O:19]([C:26]1[CH:34]=[CH:33][C:29]([C:30](O)=[O:31])=[CH:28][CH:27]=1)[C:20]1[CH:25]=[CH:24][CH:23]=[CH:22][CH:21]=1.F[P-](F)(F)(F)(F)F.N1(O[P+](N(C)C)(N(C)C)N(C)C)C2C=CC=CC=2N=N1.C(N(C(C)C)CC)(C)C. (7) The reactants are: FC(F)(F)S(O[C:7]1[N:8]=[C:9]([CH3:21])[C:10]2[C:15]([CH:16]=1)=[CH:14][C:13]([O:17][CH3:18])=[C:12]([O:19][CH3:20])[CH:11]=2)(=O)=O.[NH2:24][C:25]1[CH:30]=[CH:29][CH:28]=[CH:27][C:26]=1B1OC(C)(C)C(C)(C)O1.C([O-])([O-])=O.[Na+].[Na+]. Given the product [CH3:18][O:17][C:13]1[CH:14]=[C:15]2[C:10](=[CH:11][C:12]=1[O:19][CH3:20])[C:9]([CH3:21])=[N:8][C:7]([C:26]1[CH:27]=[CH:28][CH:29]=[CH:30][C:25]=1[NH2:24])=[CH:16]2, predict the reactants needed to synthesize it.